This data is from Aqueous solubility values for 9,982 compounds from the AqSolDB database. The task is: Regression/Classification. Given a drug SMILES string, predict its absorption, distribution, metabolism, or excretion properties. Task type varies by dataset: regression for continuous measurements (e.g., permeability, clearance, half-life) or binary classification for categorical outcomes (e.g., BBB penetration, CYP inhibition). For this dataset (solubility_aqsoldb), we predict Y. (1) The drug is CCCCCC1CCCC(=O)O1. The Y is -1.63 log mol/L. (2) The molecule is O=C(O)c1ccnc(C(=O)O)c1C(=O)O. The Y is -1.25 log mol/L. (3) The drug is CC(=O)CC(C)(C)O. The Y is 0.935 log mol/L. (4) The molecule is CCNC(C)CC. The Y is -0.210 log mol/L. (5) The compound is Cc1ccc(OP(=O)(Oc2cccc(C)c2)Oc2ccccc2C)cc1. The Y is -6.01 log mol/L. (6) The compound is CCN(CC)C(=O)COC(=O)c1ccccc1. The Y is -2.07 log mol/L. (7) The compound is Clc1ccc(Oc2cc(Cl)c(Cl)c(Cl)c2)cc1. The Y is -7.35 log mol/L. (8) The drug is O=C(/C=C/c1ccc(O)c(O)c1)O[C@@H]1C[C@](O)(C(=O)O)C[C@@H](O)[C@H]1O. The Y is -0.947 log mol/L.